This data is from Catalyst prediction with 721,799 reactions and 888 catalyst types from USPTO. The task is: Predict which catalyst facilitates the given reaction. Product: [Br:1][C:2]1[CH:7]=[CH:6][C:5]([C:16]2[C:15]3[C:24]4=[C:23]5[C:12](=[CH:13][CH:14]=3)[CH:11]=[CH:10][CH:9]=[C:22]5[CH:21]=[CH:20][C:19]4=[CH:18][CH:17]=2)=[CH:4][CH:3]=1. The catalyst class is: 11. Reactant: [Br:1][C:2]1[CH:7]=[CH:6][C:5](I)=[CH:4][CH:3]=1.[C:9]1(B(O)O)[C:22]2[C:23]3=[C:24]4[C:19](=[CH:20][CH:21]=2)[CH:18]=[CH:17][CH:16]=[C:15]4[CH:14]=[CH:13][C:12]3=[CH:11][CH:10]=1.C(=O)([O-])[O-].[Na+].[Na+].